This data is from Reaction yield outcomes from USPTO patents with 853,638 reactions. The task is: Predict the reaction yield, written as a fraction of the theoretical maximum amount of product (1.0 means a 100% yield; for example, 0.34 means a 34% yield). (1) The reactants are Cl[CH2:2][C:3]1[CH:21]=[CH:20][C:6]([O:7][CH2:8][C:9]2[N:10]=[C:11]([C:15]3[O:16][CH:17]=[CH:18][CH:19]=3)[O:12][C:13]=2[CH3:14])=[C:5]([O:22][CH3:23])[CH:4]=1.[OH:24][C:25]1[C:29]([C:30]([O:32][CH2:33][CH3:34])=[O:31])=[CH:28][N:27]([CH3:35])[N:26]=1.CN(C)C=O.[H-].[Na+]. The catalyst is O. The product is [O:16]1[CH:17]=[CH:18][CH:19]=[C:15]1[C:11]1[O:12][C:13]([CH3:14])=[C:9]([CH2:8][O:7][C:6]2[CH:20]=[CH:21][C:3]([CH2:2][O:24][C:25]3[C:29]([C:30]([O:32][CH2:33][CH3:34])=[O:31])=[CH:28][N:27]([CH3:35])[N:26]=3)=[CH:4][C:5]=2[O:22][CH3:23])[N:10]=1. The yield is 0.980. (2) The reactants are CO[C:3](=[O:20])[C:4]([OH:19])=[CH:5][C:6](=[O:18])[N:7]([CH2:9][C:10]1[CH:15]=[CH:14][C:13]([Cl:16])=[C:12]([Cl:17])[CH:11]=1)[CH3:8].C=O.C(N[N:27]1[CH:31]=[CH:30][N:29]=[CH:28]1)CC.ClC1[CH:34]=[C:35](C=CC=1Cl)[CH2:36][N:37](C)[C:38](C1CN(C)C(=O)C=1O)=O. No catalyst specified. The product is [Cl:17][C:12]1[CH:11]=[C:10]([CH:15]=[CH:14][C:13]=1[Cl:16])[CH2:9][N:7]([CH3:8])[C:6]([C:5]1[CH2:38][N:37]([CH2:36][CH2:35][CH2:34][N:27]2[CH:31]=[CH:30][N:29]=[CH:28]2)[C:3](=[O:20])[C:4]=1[OH:19])=[O:18]. The yield is 0.280. (3) The reactants are C([O:3][C:4]([C:6]1([C:18]2[CH:23]=[CH:22][CH:21]=[C:20]([C:24]([CH3:26])=[CH2:25])[CH:19]=2)[CH2:10][CH2:9][N:8]([CH2:11][C:12]2[CH:17]=[CH:16][CH:15]=[CH:14][CH:13]=2)[CH2:7]1)=[O:5])C.O.[OH-].[Li+].Cl. The catalyst is CO.O. The product is [CH2:11]([N:8]1[CH2:9][CH2:10][C:6]([C:18]2[CH:23]=[CH:22][CH:21]=[C:20]([C:24]([CH3:26])=[CH2:25])[CH:19]=2)([C:4]([OH:5])=[O:3])[CH2:7]1)[C:12]1[CH:13]=[CH:14][CH:15]=[CH:16][CH:17]=1. The yield is 0.850. (4) The reactants are [O-:1][S:2]([C:5]([F:8])([F:7])[F:6])(=[O:4])=[O:3].[CH3:9][N+:10]1[C:19]2[C:14](=[CH:15][CH:16]=[CH:17][CH:18]=2)[CH:13]=[CH:12][C:11]=1[CH3:20].[CH3:21][C:22]1[N:23]([C:30]2[CH:35]=[CH:34][CH:33]=[CH:32][CH:31]=2)[C:24]([CH3:29])=[CH:25][C:26]=1[CH:27]=O. The catalyst is CO.N1CCCCC1. The product is [O-:4][S:2]([C:5]([F:8])([F:7])[F:6])(=[O:3])=[O:1].[CH3:21][C:22]1[N:23]([C:30]2[CH:35]=[CH:34][CH:33]=[CH:32][CH:31]=2)[C:24]([CH3:29])=[CH:25][C:26]=1/[CH:27]=[CH:20]/[C:11]1[CH:12]=[CH:13][C:14]2[C:19](=[CH:18][CH:17]=[CH:16][CH:15]=2)[N+:10]=1[CH3:9]. The yield is 0.360. (5) The reactants are [N+:1]([C:4]1[CH:5]=[C:6]2[C:10](=[CH:11][CH:12]=1)[NH:9][C:8]([C:13]([O:15][CH2:16][CH3:17])=[O:14])=[CH:7]2)([O-:3])=[O:2].[C:18](=O)([O-])[O-].[K+].[K+].C1(C)C=CC(S(OC)(=O)=O)=CC=1.O. The catalyst is C(#N)C. The product is [CH3:18][N:9]1[C:10]2[C:6](=[CH:5][C:4]([N+:1]([O-:3])=[O:2])=[CH:12][CH:11]=2)[CH:7]=[C:8]1[C:13]([O:15][CH2:16][CH3:17])=[O:14]. The yield is 0.960. (6) The reactants are ClC(Cl)(Cl)[C:3]([C:5]1[N:6]([CH3:10])[CH:7]=[CH:8][N:9]=1)=[O:4].C1C(=O)N([Br:20])C(=O)C1.[H-].[Na+].C1[CH2:27][O:26]CC1. The catalyst is CO. The product is [Br:20][C:8]1[N:9]=[C:5]([C:3]([O:26][CH3:27])=[O:4])[N:6]([CH3:10])[CH:7]=1. The yield is 0.156. (7) The catalyst is S(=O)(=O)(O)O. The product is [Br:1][C:2]1[CH:10]=[CH:9][C:8]([N+:13]([O-:15])=[O:14])=[C:7]2[C:3]=1[CH2:4][N:5]([CH3:12])[C:6]2=[O:11]. The reactants are [Br:1][C:2]1[CH:10]=[CH:9][CH:8]=[C:7]2[C:3]=1[CH2:4][N:5]([CH3:12])[C:6]2=[O:11].[N+:13]([O-])([OH:15])=[O:14]. The yield is 0.740.